This data is from Catalyst prediction with 721,799 reactions and 888 catalyst types from USPTO. The task is: Predict which catalyst facilitates the given reaction. (1) Reactant: [NH:1](C(OCC1C=CC=CC=1)=O)[C@@H:2]([C:13]([NH:15][C@H:16]([C:27]([O:29][C:30]([CH3:33])([CH3:32])[CH3:31])=[O:28])[CH2:17][CH2:18][CH2:19][CH2:20][NH:21]OC(C)(C)C)=[O:14])[CH2:3][C:4]1[C:12]2[C:7](=[CH:8][CH:9]=[CH:10][CH:11]=2)[NH:6][CH:5]=1. Product: [NH2:1][C@@H:2]([C:13]([NH:15][C@H:16]([C:27]([O:29][C:30]([CH3:32])([CH3:33])[CH3:31])=[O:28])[CH2:17][CH2:18][CH2:19][CH2:20][NH:21][C:27]([O:29][C:30]([CH3:33])([CH3:32])[CH3:31])=[O:28])=[O:14])[CH2:3][C:4]1[C:12]2[C:7](=[CH:8][CH:9]=[CH:10][CH:11]=2)[NH:6][CH:5]=1. The catalyst class is: 19. (2) Reactant: [C:1]1([C:7]2[O:8][C:9]3[CH:15]=[CH:14][C:13]([NH2:16])=[CH:12][C:10]=3[N:11]=2)[CH:6]=[CH:5][CH:4]=[CH:3][CH:2]=1.[C:17]1([CH2:23][CH2:24][C:25](Cl)=[O:26])[CH:22]=[CH:21][CH:20]=[CH:19][CH:18]=1.C(N(C(C)C)CC)(C)C. Product: [C:17]1([CH2:23][CH2:24][C:25]([NH:16][C:13]2[CH:14]=[CH:15][C:9]3[O:8][C:7]([C:1]4[CH:2]=[CH:3][CH:4]=[CH:5][CH:6]=4)=[N:11][C:10]=3[CH:12]=2)=[O:26])[CH:22]=[CH:21][CH:20]=[CH:19][CH:18]=1. The catalyst class is: 4. (3) Reactant: COC1C=[C:5]([CH:41]=CC=1)[C:6]([NH:8][CH2:9][C:10]1[S:14][C:13]([S:15](N2CCC(NC3C=CC=C(S(C(F)(F)F)(=O)=O)C=3)CC2)(=[O:17])=[O:16])=[C:12](C(O)=O)[CH:11]=1)=O.[Li][C:45]([CH3:48])(C)[CH3:46].CCCCC.C1C(=O)N([Cl:61])C(=O)C1. Product: [CH2:46]([N:8]([CH2:9][C:10]1[S:14][C:13]([S:15]([Cl:61])(=[O:16])=[O:17])=[CH:12][CH:11]=1)[CH2:6][CH:5]=[CH2:41])[CH:45]=[CH2:48]. The catalyst class is: 332. (4) Reactant: BrC1C=C(C2C3C(=NC([NH:17][CH2:18][CH2:19][N:20]4[CH2:25][CH2:24][O:23][CH2:22][CH2:21]4)=NC=3)N(COCC[Si](C)(C)C)N=2)C=CC=1.ClC1C=CC(CN)=CC=1.CN(C1C(C2C(P(C3CCCCC3)C3CCCCC3)=CC=CC=2)=CC=CC=1)C.C(O[Na])(C)(C)C. Product: [N:20]1([CH2:19][CH2:18][NH2:17])[CH2:25][CH2:24][O:23][CH2:22][CH2:21]1. The catalyst class is: 62. (5) Reactant: [N:1]([CH2:4][CH2:5][O:6][CH2:7][CH2:8][O:9][CH2:10][CH2:11][P:12](=[O:19])([O:16][CH2:17][CH3:18])[O:13][CH2:14][CH3:15])=[N+]=[N-].[H][H]. Product: [NH2:1][CH2:4][CH2:5][O:6][CH2:7][CH2:8][O:9][CH2:10][CH2:11][P:12](=[O:19])([O:13][CH2:14][CH3:15])[O:16][CH2:17][CH3:18]. The catalyst class is: 320.